Dataset: Full USPTO retrosynthesis dataset with 1.9M reactions from patents (1976-2016). Task: Predict the reactants needed to synthesize the given product. Given the product [Cl:1][C:2]1[CH:7]=[CH:6][CH:5]=[CH:4][C:3]=1[C:8]1[N:13]=[C:12]([CH3:14])[C:11]([CH:15]([CH2:20][CH2:21][CH3:22])[C:16]([OH:18])=[O:17])=[C:10]([C:23]2[CH:24]=[CH:25][C:26]([CH3:29])=[CH:27][CH:28]=2)[N:9]=1, predict the reactants needed to synthesize it. The reactants are: [Cl:1][C:2]1[CH:7]=[CH:6][CH:5]=[CH:4][C:3]=1[C:8]1[N:13]=[C:12]([CH3:14])[C:11]([CH:15]([CH2:20][CH2:21][CH3:22])[C:16]([O:18]C)=[O:17])=[C:10]([C:23]2[CH:28]=[CH:27][C:26]([CH3:29])=[CH:25][CH:24]=2)[N:9]=1.[OH-].[Na+].